From a dataset of Full USPTO retrosynthesis dataset with 1.9M reactions from patents (1976-2016). Predict the reactants needed to synthesize the given product. (1) Given the product [Cl:1][C:2]1[CH:3]=[CH:4][C:5]([O:26][C:23]2[CH:22]=[CH:21][C:20]([O:19][CH2:18][CH2:17][OH:16])=[CH:25][CH:24]=2)=[C:6]([CH:9]=1)[CH:7]=[O:8], predict the reactants needed to synthesize it. The reactants are: [Cl:1][C:2]1[CH:3]=[CH:4][C:5](F)=[C:6]([CH:9]=1)[CH:7]=[O:8].C([Si](C)(C)[O:16][CH2:17][CH2:18][O:19][C:20]1[CH:25]=[CH:24][C:23]([OH:26])=[CH:22][CH:21]=1)(C)(C)C.C([O-])([O-])=O.[K+].[K+]. (2) Given the product [O:47]1[CH2:52][CH2:51][O:50][CH2:49][CH:48]1[C:53]1[C:61]2[S:60][C:59]([NH:62][C:5](=[O:7])[C:4]3[CH:8]=[CH:9][C:10]([O:12][CH3:13])=[CH:11][C:3]=3[O:2][CH3:1])=[N:58][C:57]=2[C:56]([O:63][CH3:64])=[CH:55][CH:54]=1, predict the reactants needed to synthesize it. The reactants are: [CH3:1][O:2][C:3]1[CH:11]=[C:10]([O:12][CH3:13])[CH:9]=[CH:8][C:4]=1[C:5]([OH:7])=O.CN(C(ON1N=NC2C=CC=NC1=2)=[N+](C)C)C.F[P-](F)(F)(F)(F)F.C(N(C(C)C)C(C)C)C.[O:47]1[CH2:52][CH2:51][O:50][CH2:49][CH:48]1[C:53]1[C:61]2[S:60][C:59]([NH2:62])=[N:58][C:57]=2[C:56]([O:63][CH3:64])=[CH:55][CH:54]=1. (3) Given the product [F:1][C:2]1[CH:7]=[CH:6][C:5]([C:8]2[NH:20][C:11]3=[N:12][CH:13]=[CH:14][C:15]([C:16]([OH:18])=[O:17])=[C:10]3[N:9]=2)=[CH:4][CH:3]=1, predict the reactants needed to synthesize it. The reactants are: [F:1][C:2]1[CH:7]=[CH:6][C:5]([C:8]2[NH:20][C:11]3=[N:12][CH:13]=[CH:14][C:15]([C:16]([O:18]C)=[O:17])=[C:10]3[N:9]=2)=[CH:4][CH:3]=1.O[Li].O. (4) Given the product [CH3:1][C:2]1[CH:3]=[C:4]([NH:8][C:14](=[O:15])[O:13][C:9]([CH3:12])([CH3:11])[CH3:10])[CH:5]=[N:6][CH:7]=1, predict the reactants needed to synthesize it. The reactants are: [CH3:1][C:2]1[CH:3]=[C:4]([NH2:8])[CH:5]=[N:6][CH:7]=1.[C:9]([O:13][C:14](O[C:14]([O:13][C:9]([CH3:12])([CH3:11])[CH3:10])=[O:15])=[O:15])([CH3:12])([CH3:11])[CH3:10]. (5) The reactants are: Cl.[N:2]1([CH2:8][CH2:9][CH2:10][O:11][C:12]2[CH:20]=[CH:19][C:15]([C:16]([Cl:18])=[O:17])=[C:14]([C:21]([F:24])([F:23])[F:22])[CH:13]=2)[CH2:7][CH2:6][CH2:5][CH2:4][CH2:3]1.[NH:25]1[CH2:30][CH2:29][CH2:28][CH2:27][CH2:26]1. Given the product [ClH:18].[F:22][C:21]([F:24])([F:23])[C:14]1[CH:13]=[C:12]([O:11][CH2:10][CH2:9][CH2:8][N:2]2[CH2:7][CH2:6][CH2:5][CH2:4][CH2:3]2)[CH:20]=[CH:19][C:15]=1[C:16]([N:25]1[CH2:30][CH2:29][CH2:28][CH2:27][CH2:26]1)=[O:17], predict the reactants needed to synthesize it. (6) The reactants are: [CH3:1][N:2]([CH3:7])[CH2:3][C:4](O)=[O:5].C(N=C=NCCCN(C)C)C.ON1C2C=CC=CC=2N=N1.[Br:29][C:30]1[CH:31]=[C:32]2[C:37](=[N:38][CH:39]=1)[N:36]=[C:35]([NH2:40])[CH:34]=[CH:33]2. Given the product [Br:29][C:30]1[CH:31]=[C:32]2[C:37](=[N:38][CH:39]=1)[N:36]=[C:35]([NH:40][C:4](=[O:5])[CH2:3][N:2]([CH3:7])[CH3:1])[CH:34]=[CH:33]2, predict the reactants needed to synthesize it. (7) Given the product [O:54]=[C:24]([NH:23][CH2:22][C:21](=[O:20])[CH3:55])[CH:25]([NH:38][C:39](=[O:53])[C:40]1[CH:45]=[CH:44][C:43]([O:46][CH2:47][CH2:48][C:49]([F:50])([F:51])[F:52])=[CH:42][CH:41]=1)[CH2:26][C:27]1[CH:32]=[CH:31][C:30]([O:33][C:34]([F:37])([F:36])[F:35])=[CH:29][CH:28]=1, predict the reactants needed to synthesize it. The reactants are: [Cr](Cl)([O-])(=O)=O.[NH+]1C=CC=CC=1.C([O-])(=O)C.[Na+].C(Cl)Cl.[OH:20][C@H:21]([CH3:55])[CH2:22][NH:23][C:24](=[O:54])[CH:25]([NH:38][C:39](=[O:53])[C:40]1[CH:45]=[CH:44][C:43]([O:46][CH2:47][CH2:48][C:49]([F:52])([F:51])[F:50])=[CH:42][CH:41]=1)[CH2:26][C:27]1[CH:32]=[CH:31][C:30]([O:33][C:34]([F:37])([F:36])[F:35])=[CH:29][CH:28]=1.